From a dataset of Full USPTO retrosynthesis dataset with 1.9M reactions from patents (1976-2016). Predict the reactants needed to synthesize the given product. Given the product [CH2:30]([C:27]1[CH:28]=[CH:29][C:24]([N:23]2[C:17]3[CH:16]=[C:15]4[C:14]([C:44]5[CH:45]=[CH:46][CH:47]=[CH:48][CH:49]=5)=[C:13]5[CH:12]=[C:11]6[C:10]([N:52]([C:53]7[CH:54]=[CH:55][C:56]([CH2:59][CH2:60][CH2:61][CH2:62][CH2:63][CH2:64][CH2:65][CH2:66][CH2:67][CH3:68])=[CH:57][CH:58]=7)[C:51]7[C:50]6=[CH:72][CH:71]=[CH:70][CH:69]=7)=[CH:9][C:8]5=[C:7]([C:1]5[CH:6]=[CH:5][CH:4]=[CH:3][CH:2]=5)[C:20]4=[CH:19][C:18]=3[C:21]3[C:22]2=[CH:40][CH:41]=[CH:42][CH:43]=3)=[CH:25][CH:26]=1)[CH2:31][CH2:32][CH2:33][CH2:34][CH2:35][CH2:36][CH2:37][CH2:38][CH3:39], predict the reactants needed to synthesize it. The reactants are: [C:1]1([C:7]2[C:8]3[C:13]([C:14]([C:44]4[CH:49]=[CH:48][CH:47]=[CH:46][CH:45]=4)=[C:15]4[C:20]=2[CH:19]=[C:18]([C:21]2[CH:43]=[CH:42][CH:41]=[CH:40][C:22]=2[NH:23][C:24]2[CH:29]=[CH:28][C:27]([CH2:30][CH2:31][CH2:32][CH2:33][CH2:34][CH2:35][CH2:36][CH2:37][CH2:38][CH3:39])=[CH:26][CH:25]=2)[CH:17]=[CH:16]4)=[CH:12][C:11]([C:50]2[CH:72]=[CH:71][CH:70]=[CH:69][C:51]=2[NH:52][C:53]2[CH:58]=[CH:57][C:56]([CH2:59][CH2:60][CH2:61][CH2:62][CH2:63][CH2:64][CH2:65][CH2:66][CH2:67][CH3:68])=[CH:55][CH:54]=2)=[CH:10][CH:9]=3)[CH:6]=[CH:5][CH:4]=[CH:3][CH:2]=1.